This data is from Forward reaction prediction with 1.9M reactions from USPTO patents (1976-2016). The task is: Predict the product of the given reaction. (1) Given the reactants [CH3:1][C:2](=O)[CH2:3][CH2:4][C:5](=O)[CH3:6].[CH2:9]([NH2:17])[CH2:10][C:11]1[CH:16]=[CH:15][CH:14]=[CH:13][CH:12]=1.C(O)(=O)C, predict the reaction product. The product is: [CH3:1][C:2]1[N:17]([CH2:9][CH2:10][C:11]2[CH:16]=[CH:15][CH:14]=[CH:13][CH:12]=2)[C:5]([CH3:6])=[CH:4][CH:3]=1. (2) Given the reactants C([O:4][C@@:5]1([CH2:40][CH3:41])[C:37]2[CH:36]=[C:35]3[N:11]([CH2:12][C:13]4[C:14]3=[N:15][C:16]3[C:17]5[C:18]=4[N:19]([CH2:30][CH2:31][CH2:32][CH2:33][CH3:34])[C:20]([C:26]([F:29])([F:28])[F:27])=[N:21][C:22]=5[CH:23]=[CH:24][CH:25]=3)[C:10](=[O:38])[C:9]=2[CH2:8][O:7][C:6]1=[O:39])(=O)C.NN.Cl, predict the reaction product. The product is: [CH2:40]([C@:5]1([OH:4])[C:37]2[CH:36]=[C:35]3[N:11]([CH2:12][C:13]4[C:14]3=[N:15][C:16]3[C:17]5[C:18]=4[N:19]([CH2:30][CH2:31][CH2:32][CH2:33][CH3:34])[C:20]([C:26]([F:29])([F:28])[F:27])=[N:21][C:22]=5[CH:23]=[CH:24][CH:25]=3)[C:10](=[O:38])[C:9]=2[CH2:8][O:7][C:6]1=[O:39])[CH3:41]. (3) Given the reactants [Cl:1][C:2]1[CH:7]=[CH:6][C:5]([N:8]2[C:13](=[O:14])[C:12]3[CH:15]=[N:16][N:17]([C:18]4[CH:19]=[C:20]([NH:24][S:25]([CH3:28])(=[O:27])=[O:26])[CH:21]=[CH:22][CH:23]=4)[C:11]=3[N:10]=[C:9]2[C:29]2[CH:34]=[CH:33][C:32](B3OC(C)(C)C(C)(C)O3)=[CH:31][CH:30]=2)=[CH:4][CH:3]=1.I[N:45]1[CH:50]=[CH:49][CH:48]=[CH:47][NH:46]1.C(=O)([O-])[O-].[Cs+].[Cs+], predict the reaction product. The product is: [Cl:1][C:2]1[CH:3]=[CH:4][C:5]([N:8]2[C:13](=[O:14])[C:12]3[CH:15]=[N:16][N:17]([C:18]4[CH:19]=[C:20]([NH:24][S:25]([CH3:28])(=[O:26])=[O:27])[CH:21]=[CH:22][CH:23]=4)[C:11]=3[N:10]=[C:9]2[C:29]2[CH:30]=[CH:31][C:32]([C:50]3[N:45]=[N:46][CH:47]=[CH:48][CH:49]=3)=[CH:33][CH:34]=2)=[CH:6][CH:7]=1. (4) Given the reactants C(=O)=O.CC(C)=O.[Br:8][C:9]1[CH:14]=[C:13]([O:15]C)[CH:12]=[C:11]([Br:17])[C:10]=1[O:18][C:19]1[CH:24]=[CH:23][C:22]([N+:25]([O-:27])=[O:26])=[CH:21][CH:20]=1, predict the reaction product. The product is: [Br:8][C:9]1[CH:14]=[C:13]([OH:15])[CH:12]=[C:11]([Br:17])[C:10]=1[O:18][C:19]1[CH:20]=[CH:21][C:22]([N+:25]([O-:27])=[O:26])=[CH:23][CH:24]=1. (5) Given the reactants Br[C:2]1[CH:3]=[N:4][CH:5]=[C:6]([C:8]([F:11])([F:10])[F:9])[CH:7]=1.[CH3:12][N:13](C=O)C, predict the reaction product. The product is: [F:9][C:8]([F:11])([F:10])[C:6]1[CH:5]=[N:4][CH:3]=[C:2]([CH:7]=1)[C:12]#[N:13]. (6) Given the reactants [CH3:1][C:2]1[C:11]2[C:6](=[CH:7][CH:8]=[CH:9][CH:10]=2)[N:5]=[C:4]2[CH:12]([OH:17])[CH2:13][CH2:14][CH2:15][CH2:16][C:3]=12, predict the reaction product. The product is: [CH3:1][C:2]1[C:11]2[C:6](=[CH:7][CH:8]=[CH:9][CH:10]=2)[N:5]=[C:4]2[C:12](=[O:17])[CH2:13][CH2:14][CH2:15][CH2:16][C:3]=12.